This data is from Full USPTO retrosynthesis dataset with 1.9M reactions from patents (1976-2016). The task is: Predict the reactants needed to synthesize the given product. (1) Given the product [CH2:1]([N:5]1[CH:9]=[C:8]([C:10]2[CH:15]=[CH:14][C:13]([Cl:16])=[CH:12][C:11]=2[Cl:17])[N:7]=[C:6]1[C@@H:18]([NH:27][C:28]([C@H:30]1[CH2:35][CH2:34][C@H:33]([CH2:36][CH3:37])[CH2:32][CH2:31]1)=[O:29])[CH2:19][C:20]1[CH:21]=[CH:22][C:23]([O:26][CH2:39][C:40]2[CH:49]=[CH:48][C:43]([C:44]([OH:46])=[O:45])=[CH:42][CH:41]=2)=[CH:24][CH:25]=1)[C:2]#[C:3][CH3:4], predict the reactants needed to synthesize it. The reactants are: [CH2:1]([N:5]1[CH:9]=[C:8]([C:10]2[CH:15]=[CH:14][C:13]([Cl:16])=[CH:12][C:11]=2[Cl:17])[N:7]=[C:6]1[C@@H:18]([NH:27][C:28]([C@H:30]1[CH2:35][CH2:34][C@H:33]([CH2:36][CH3:37])[CH2:32][CH2:31]1)=[O:29])[CH2:19][C:20]1[CH:25]=[CH:24][C:23]([OH:26])=[CH:22][CH:21]=1)[C:2]#[C:3][CH3:4].Br[CH2:39][C:40]1[CH:49]=[CH:48][C:43]([C:44]([O:46]C)=[O:45])=[CH:42][CH:41]=1. (2) The reactants are: C([Si](C)(C)[O:6][CH2:7][C:8]([N:11]1[C:19]2[C:18]([F:20])=[CH:17][N:16]=[CH:15][C:14]=2[C:13]([C:21]([C:23]2[CH:24]=[C:25]([NH:29][C:30](=[O:42])[CH2:31][C:32]3[CH:37]=[CH:36][C:35]([C:38]([F:41])([F:40])[F:39])=[CH:34][CH:33]=3)[CH:26]=[N:27][CH:28]=2)=[O:22])=[CH:12]1)([CH3:10])[CH3:9])(C)(C)C. Given the product [F:20][C:18]1[C:19]2[N:11]([C:8]([CH3:10])([CH3:9])[CH2:7][OH:6])[CH:12]=[C:13]([C:21]([C:23]3[CH:24]=[C:25]([NH:29][C:30](=[O:42])[CH2:31][C:32]4[CH:33]=[CH:34][C:35]([C:38]([F:39])([F:41])[F:40])=[CH:36][CH:37]=4)[CH:26]=[N:27][CH:28]=3)=[O:22])[C:14]=2[CH:15]=[N:16][CH:17]=1, predict the reactants needed to synthesize it. (3) Given the product [Cl:26][C:2]1[C:11]2[C:6](=[CH:7][C:8]([O:15][CH3:16])=[C:9]([C:12]#[N:14])[CH:10]=2)[CH:5]=[C:4]([NH:17][C:18]2[CH:22]=[C:21]([CH3:23])[NH:20][N:19]=2)[N:3]=1, predict the reactants needed to synthesize it. The reactants are: O[C:2]1[C:11]2[C:6](=[CH:7][C:8]([O:15][CH3:16])=[C:9]([C:12]([NH2:14])=O)[CH:10]=2)[CH:5]=[C:4]([NH:17][C:18]2[CH:22]=[C:21]([CH3:23])[NH:20][N:19]=2)[N:3]=1.O=P(Cl)(Cl)[Cl:26]. (4) Given the product [CH3:32][S:33]([O:22][CH2:21][C@H:9]1[CH2:10][N:11]([CH2:14][C:15]2[CH:20]=[CH:19][CH:18]=[CH:17][CH:16]=2)[CH2:12][CH2:13][N:8]1[CH2:1][C:2]1[CH:3]=[CH:4][CH:5]=[CH:6][CH:7]=1)(=[O:35])=[O:34], predict the reactants needed to synthesize it. The reactants are: [CH2:1]([N:8]1[CH2:13][CH2:12][N:11]([CH2:14][C:15]2[CH:20]=[CH:19][CH:18]=[CH:17][CH:16]=2)[CH2:10][C@@H:9]1[CH2:21][OH:22])[C:2]1[CH:7]=[CH:6][CH:5]=[CH:4][CH:3]=1.CCN(C(C)C)C(C)C.[CH3:32][S:33](Cl)(=[O:35])=[O:34].